This data is from Reaction yield outcomes from USPTO patents with 853,638 reactions. The task is: Predict the reaction yield, written as a fraction of the theoretical maximum amount of product (1.0 means a 100% yield; for example, 0.34 means a 34% yield). (1) The reactants are [N-:1]=[N+:2]=[N-:3].[Na+].[Cl-].[NH4+].[C:7]([C@@H:9]([NH:14][C:15](=[O:24])[O:16][CH2:17][C:18]1[CH:23]=[CH:22][CH:21]=[CH:20][CH:19]=1)[C:10]([CH3:13])([CH3:12])[CH3:11])#[N:8]. The catalyst is CN(C=O)C. The product is [CH3:11][C:10]([CH3:13])([CH3:12])[C@H:9]([NH:14][C:15](=[O:24])[O:16][CH2:17][C:18]1[CH:23]=[CH:22][CH:21]=[CH:20][CH:19]=1)[C:7]1[N:1]=[N:2][NH:3][N:8]=1. The yield is 0.250. (2) The reactants are [C:1]1([C:7]2[N:8]=[N:9][N:10]([CH2:12][O:13][C:14]3[CH:23]=[CH:22][C:21]4[C:16](=[CH:17][CH:18]=[CH:19][CH:20]=4)[CH:15]=3)[CH:11]=2)[CH:6]=[CH:5][CH:4]=[CH:3][CH:2]=1.[F:24][C:25]([F:32])([F:31])[S:26]([O:29]C)(=[O:28])=[O:27]. The catalyst is C(#N)C. The product is [F:24][C:25]([F:32])([F:31])[S:26]([O-:29])(=[O:28])=[O:27].[CH3:25][N:8]1[C:7]([C:1]2[CH:6]=[CH:5][CH:4]=[CH:3][CH:2]=2)=[CH:11][N+:10]([CH2:12][O:13][C:14]2[CH:23]=[CH:22][C:21]3[C:16](=[CH:17][CH:18]=[CH:19][CH:20]=3)[CH:15]=2)=[N:9]1. The yield is 0.960. (3) The reactants are [Si]([O:8][C@@H:9]1[CH2:13][C@@H:12]([NH:14][C:15]2[CH:20]=[C:19]([NH:21][C@H:22]3[C:30]4[C:25](=[CH:26][CH:27]=[CH:28][CH:29]=4)[CH2:24][C@H:23]3[O:31][CH3:32])[N:18]=[CH:17][N:16]=2)[CH2:11][C@@H:10]1[CH2:33][OH:34])(C(C)(C)C)(C)C.N1C=CC=CC=1.Cl[S:42]([NH2:45])(=[O:44])=[O:43]. The catalyst is C(#N)C. The product is [S:42](=[O:44])(=[O:43])([O:34][CH2:33][C@H:10]1[CH2:11][C@H:12]([NH:14][C:15]2[CH:20]=[C:19]([NH:21][C@H:22]3[C:30]4[C:25](=[CH:26][CH:27]=[CH:28][CH:29]=4)[CH2:24][C@H:23]3[O:31][CH3:32])[N:18]=[CH:17][N:16]=2)[CH2:13][C@H:9]1[OH:8])[NH2:45]. The yield is 0.570. (4) The reactants are [H-].[Na+].N[C:4]1C=CC=CC=1.[CH3:10][C:11]1[CH2:15][C:14]([CH3:16])=[C:13]([CH3:17])[C:12]=1[CH3:18].ClC[SiH:21]([C:30]1[CH:35]=[C:34]([CH3:36])[CH:33]=[C:32]([CH3:37])[CH:31]=1)[C:22]1[CH:27]=[C:26]([CH3:28])[CH:25]=[C:24]([CH3:29])[CH:23]=1.C(=O)([O-])[O-].[Na+].[Na+]. The catalyst is O1CCCC1.C1(C)C=CC=CC=1. The product is [CH3:18][C:12]1[C:11]([SiH:21]([C:30]2[CH:31]=[C:32]([CH3:37])[CH:33]=[C:34]([CH3:36])[CH:35]=2)[C:22]2[CH:23]=[C:24]([CH3:29])[CH:25]=[C:26]([CH3:28])[CH:27]=2)([CH3:10])[C:15]([CH3:4])=[C:14]([CH3:16])[C:13]=1[CH3:17]. The yield is 0.746.